From a dataset of Forward reaction prediction with 1.9M reactions from USPTO patents (1976-2016). Predict the product of the given reaction. (1) Given the reactants [CH3:1][O:2][C:3]([C:5]1[O:6][C:7]2[CH:13]=[CH:12][CH:11]=[C:10]([OH:14])[C:8]=2[CH:9]=1)=[O:4].Br[CH:16]([CH3:18])[CH3:17].C(=O)([O-])[O-].[K+].[K+], predict the reaction product. The product is: [CH:16]([O:14][C:10]1[C:8]2[CH:9]=[C:5]([C:3]([O:2][CH3:1])=[O:4])[O:6][C:7]=2[CH:13]=[CH:12][CH:11]=1)([CH3:18])[CH3:17]. (2) Given the reactants Cl.[NH2:2][CH2:3][CH2:4][C:5]([O:7][CH2:8][CH3:9])=[O:6].[Cl:10][C:11]1[CH:12]=[C:13]([C:21]2[O:25][N:24]=[C:23]([C:26]3[CH:27]=[CH:28][CH:29]=[C:30]4[C:34]=3[N:33]([CH3:35])[CH:32]=[C:31]4[CH:36]=O)[N:22]=2)[CH:14]=[CH:15][C:16]=1[O:17][CH:18]([CH3:20])[CH3:19].[OH-].[Na+], predict the reaction product. The product is: [Cl:10][C:11]1[CH:12]=[C:13]([C:21]2[O:25][N:24]=[C:23]([C:26]3[CH:27]=[CH:28][CH:29]=[C:30]4[C:34]=3[N:33]([CH3:35])[CH:32]=[C:31]4[CH2:36][NH:2][CH2:3][CH2:4][C:5]([O:7][CH2:8][CH3:9])=[O:6])[N:22]=2)[CH:14]=[CH:15][C:16]=1[O:17][CH:18]([CH3:19])[CH3:20]. (3) Given the reactants [C:1]([O:6][CH:7](CC)[CH2:8][CH2:9][CH2:10][CH2:11][CH3:12])(=[O:5])[C:2]([CH3:4])=[CH2:3].[CH2:15]1C[C@H]2N(C[C@H]3[C@@H]4CCCCN4C[C@@H]2C3)C[CH2:16]1.BrC(C)(C)C(OCC)=O.C(C1C=CC=CC=1C=C)=C, predict the reaction product. The product is: [C:1]([O:6][CH2:7][CH:8]([CH2:15][CH3:16])[CH2:9][CH2:10][CH2:11][CH3:12])(=[O:5])[C:2]([CH3:4])=[CH2:3]. (4) Given the reactants Br[C:2]1[CH:7]=[CH:6][C:5]([C:8]([N:10]2[CH2:15][CH2:14][N:13]([C:16]3[C:21]([CH3:22])=[CH:20][C:19]([CH2:23][CH3:24])=[CH:18][N:17]=3)[CH2:12][CH2:11]2)=[O:9])=[C:4]([CH3:25])[CH:3]=1.[O:26]1[CH2:30][CH2:29][NH:28][C:27]1=[O:31], predict the reaction product. The product is: [CH2:23]([C:19]1[CH:20]=[C:21]([CH3:22])[C:16]([N:13]2[CH2:14][CH2:15][N:10]([C:8]([C:5]3[CH:6]=[CH:7][C:2]([N:28]4[CH2:29][CH2:30][O:26][C:27]4=[O:31])=[CH:3][C:4]=3[CH3:25])=[O:9])[CH2:11][CH2:12]2)=[N:17][CH:18]=1)[CH3:24]. (5) Given the reactants [CH2:1]([NH:8][S:9]([CH:12]=[CH2:13])(=[O:11])=[O:10])[C:2]1[CH:7]=[CH:6][CH:5]=[CH:4][CH:3]=1.Br[CH2:15][CH:16]=[CH2:17].C(=O)([O-])[O-].[K+].[K+], predict the reaction product. The product is: [CH2:1]([N:8]([CH2:17][CH:16]=[CH2:15])[S:9]([CH:12]=[CH2:13])(=[O:11])=[O:10])[C:2]1[CH:7]=[CH:6][CH:5]=[CH:4][CH:3]=1. (6) Given the reactants [CH2:1]([P:3]([CH2:6][CH2:7][OH:8])(=[O:5])[OH:4])[CH3:2].[OH-:9].[Na+].C.OO, predict the reaction product. The product is: [CH2:1]([P:3]([OH:4])([CH2:6][C:7]([OH:9])=[O:8])=[O:5])[CH3:2]. (7) Given the reactants [CH3:1][C:2]1[N:3]=[CH:4][NH:5][CH:6]=1.[CH2:7]([O:9][C:10]1[CH:11]=[C:12]([CH:15]=[CH:16][C:17]=1F)[CH:13]=[O:14])[CH3:8], predict the reaction product. The product is: [CH2:7]([O:9][C:10]1[CH:11]=[C:12]([CH:15]=[CH:16][C:17]=1[N:5]1[CH:6]=[C:2]([CH3:1])[N:3]=[CH:4]1)[CH:13]=[O:14])[CH3:8]. (8) The product is: [NH2:1][C@H:2]([C:6]([NH:8][C@H:9]([C:17]([OH:19])=[O:18])[CH2:10][CH2:11][CH2:12][NH:13][C:14]([NH2:16])=[O:15])=[O:7])[CH:3]([CH3:4])[CH3:5].[CH3:37][CH2:38][C@@H:39]([C@H:41]([N:71]([C:73]([C@@H:75]([NH:79][C:80]([C@@H:82]([N:86]([C:88]([O:90][CH2:91][C:92]1[CH:93]=[CH:94][C:95]([NH:98][C:99]([C@@H:101]([NH:109][C:110]([C@@H:112]([NH:116][C:117]([CH2:119][CH2:120][CH2:121][CH2:122][CH2:123][N:124]2[C:129](=[O:130])[CH:128][CH2:127][C:125]2=[O:126])=[O:118])[CH:113]([CH3:114])[CH3:115])=[O:111])[CH2:102][CH2:103][CH2:104][NH:105][C:106]([NH2:108])=[O:107])=[O:100])=[CH:96][CH:97]=1)=[O:89])[CH3:87])[CH:83]([CH3:85])[CH3:84])=[O:81])[CH:76]([CH3:78])[CH3:77])=[O:74])[CH3:72])[C@H:42]([O:69][CH3:70])[CH2:43][C:44]([N:46]1[C@H:50]([C@H:51]([O:67][CH3:68])[C@H:52]([C:54]([NH:56][C@@H:57]([C@@H:59]([OH:66])[C:60]2[CH:61]=[CH:62][CH:63]=[CH:64][CH:65]=2)[CH3:58])=[O:55])[CH3:53])[CH2:49][CH2:48][CH2:47]1)=[O:45])[CH3:40]. Given the reactants [NH:1](C(OCC1C2C(=CC=CC=2)C2C1=CC=CC=2)=O)[C@H:2]([C:6]([NH:8][C@H:9]([C:17]([OH:19])=[O:18])[CH2:10][CH2:11][CH2:12][NH:13][C:14]([NH2:16])=[O:15])=[O:7])[CH:3]([CH3:5])[CH3:4].[CH3:37][CH2:38][C@@H:39]([C@H:41]([N:71]([C:73]([C@@H:75]([NH:79][C:80]([C@@H:82]([N:86]([C:88]([O:90][CH2:91][C:92]1[CH:93]=[CH:94][C:95]([NH:98][C:99]([C@@H:101]([NH:109][C:110]([C@@H:112]([NH:116][C:117]([CH2:119][CH2:120][CH2:121][CH2:122][CH2:123][N:124]2[C:129](=[O:130])[CH:128][CH2:127][C:125]2=[O:126])=[O:118])[CH:113]([CH3:115])[CH3:114])=[O:111])[CH2:102][CH2:103][CH2:104][NH:105][C:106]([NH2:108])=[O:107])=[O:100])=[CH:96][CH:97]=1)=[O:89])[CH3:87])[CH:83]([CH3:85])[CH3:84])=[O:81])[CH:76]([CH3:78])[CH3:77])=[O:74])[CH3:72])[C@H:42]([O:69][CH3:70])[CH2:43][C:44]([N:46]1[C@H:50]([C@H:51]([O:67][CH3:68])[C@H:52]([C:54]([NH:56][C@@H:57]([C@@H:59]([OH:66])[C:60]2[CH:61]=[CH:62][CH:63]=[CH:64][CH:65]=2)[CH3:58])=[O:55])[CH3:53])[CH2:49][CH2:48][CH2:47]1)=[O:45])[CH3:40], predict the reaction product. (9) Given the reactants [C:1]([O:6][CH2:7][CH3:8])(=[O:5])[CH:2]([CH3:4])[CH3:3].[Li+].CC([N-]C(C)C)C.Br[CH2:18][CH2:19][CH2:20][CH2:21][O:22][CH2:23][C:24]1[CH:29]=[CH:28][CH:27]=[CH:26][CH:25]=1.O, predict the reaction product. The product is: [CH2:7]([O:6][C:1](=[O:5])[C:2]([CH3:4])([CH3:3])[CH2:18][CH2:19][CH2:20][CH2:21][O:22][CH2:23][C:24]1[CH:29]=[CH:28][CH:27]=[CH:26][CH:25]=1)[CH3:8].